This data is from Forward reaction prediction with 1.9M reactions from USPTO patents (1976-2016). The task is: Predict the product of the given reaction. (1) Given the reactants CN(CCCN1CN(CCCN(C)C)CN(CCCN(C)C)C1)C.[CH3:25][S:26][C:27]1[CH:28]=[C:29]([N:33]=[C:34]=[O:35])[CH:30]=[CH:31][CH:32]=1.[C:36]([O:40][CH2:41][CH2:42][OH:43])(=[O:39])[CH:37]=[CH2:38].[N-]=C=O, predict the reaction product. The product is: [C:36]([O:40][CH2:41][CH2:42][O:43][C:34](=[O:35])[NH:33][C:29]1[CH:30]=[CH:31][CH:32]=[C:27]([S:26][CH3:25])[CH:28]=1)(=[O:39])[CH:37]=[CH2:38]. (2) Given the reactants C([O:3][C:4](=[O:27])[C:5]1[CH:10]=[CH:9][C:8]([CH2:11][N:12]2[CH2:16][CH2:15][C@@H:14]([N:17]([S:19]([CH3:22])(=[O:21])=[O:20])[CH3:18])[CH2:13]2)=[C:7]([C:23]([F:26])([F:25])[F:24])[CH:6]=1)C.C(OC(N1CCN(CC2C=CC(C(O)=O)=CC=2C(F)(F)F)CC1)=O)(C)(C)C, predict the reaction product. The product is: [CH3:22][S:19]([N:17]([CH3:18])[C@@H:14]1[CH2:15][CH2:16][N:12]([CH2:11][C:8]2[CH:9]=[CH:10][C:5]([C:4]([OH:27])=[O:3])=[CH:6][C:7]=2[C:23]([F:26])([F:24])[F:25])[CH2:13]1)(=[O:21])=[O:20]. (3) Given the reactants [CH2:1]([OH:19])[CH2:2][CH2:3][CH2:4][CH2:5][CH2:6][CH2:7][CH2:8]/[CH:9]=[CH:10]\[CH2:11][CH2:12][CH2:13][CH2:14][CH2:15][CH2:16][CH2:17][CH3:18].[C:20](O)(=[O:30])[CH2:21][CH2:22][CH2:23][CH2:24][CH2:25][CH2:26][CH2:27][CH:28]=[CH2:29], predict the reaction product. The product is: [C:20]([O:19][CH2:1][CH2:2][CH2:3][CH2:4][CH2:5][CH2:6][CH2:7][CH2:8][CH:9]=[CH:10][CH2:11][CH2:12][CH2:13][CH2:14][CH2:15][CH2:16][CH2:17][CH3:18])(=[O:30])[CH2:21][CH2:22][CH2:23][CH2:24][CH2:25][CH2:26][CH2:27][CH:28]=[CH2:29]. (4) Given the reactants [C:1]([C:5]1[CH:6]=[C:7]2[C:12](=[C:13]([F:15])[CH:14]=1)[C:11](=[O:16])[N:10]([C:17]1[C:18]([CH2:52][OH:53])=[C:19]([C:23]3[CH:24]=[C:25]([NH:31][C:32]4[N:37]=[CH:36][C:35]([N:38]5[CH2:51][C:40]6([CH2:43][N:42](C(OC(C)(C)C)=O)[CH2:41]6)[CH2:39]5)=[CH:34][CH:33]=4)[C:26](=[O:30])[N:27]([CH3:29])[N:28]=3)[CH:20]=[CH:21][CH:22]=1)[N:9]=[CH:8]2)([CH3:4])([CH3:3])[CH3:2].C(O)(C(F)(F)F)=O, predict the reaction product. The product is: [C:1]([C:5]1[CH:6]=[C:7]2[C:12](=[C:13]([F:15])[CH:14]=1)[C:11](=[O:16])[N:10]([C:17]1[CH:22]=[CH:21][CH:20]=[C:19]([C:23]3[CH:24]=[C:25]([NH:31][C:32]4[CH:33]=[CH:34][C:35]([N:38]5[CH2:51][C:40]6([CH2:43][NH:42][CH2:41]6)[CH2:39]5)=[CH:36][N:37]=4)[C:26](=[O:30])[N:27]([CH3:29])[N:28]=3)[C:18]=1[CH2:52][OH:53])[N:9]=[CH:8]2)([CH3:4])([CH3:2])[CH3:3]. (5) Given the reactants Cl[C:2]1[C:3]2[CH:13]=[CH:12][C:11](=[O:14])[N:10]([C:15]3[C:20]([F:21])=[CH:19][CH:18]=[CH:17][C:16]=3[F:22])[C:4]=2[N:5]=[C:6]([S:8][CH3:9])[N:7]=1.[CH3:23][C:24]1[CH:35]=[CH:34][C:27]([C:28]([NH:30][CH2:31][CH2:32][CH3:33])=[O:29])=[CH:26][C:25]=1B1OC(C)(C)C(C)(C)O1.C(=O)(O)[O-].[Na+], predict the reaction product. The product is: [F:22][C:16]1[CH:17]=[CH:18][CH:19]=[C:20]([F:21])[C:15]=1[N:10]1[C:4]2[N:5]=[C:6]([S:8][CH3:9])[N:7]=[C:2]([C:25]3[CH:26]=[C:27]([CH:34]=[CH:35][C:24]=3[CH3:23])[C:28]([NH:30][CH2:31][CH2:32][CH3:33])=[O:29])[C:3]=2[CH:13]=[CH:12][C:11]1=[O:14].